This data is from Catalyst prediction with 721,799 reactions and 888 catalyst types from USPTO. The task is: Predict which catalyst facilitates the given reaction. (1) Reactant: C(O[C:5](=[O:7])C)(=O)C.C(O)=O.[Cl:11][C:12]1[CH:17]=[CH:16][C:15]([C:18]2[CH:22]=[CH:21][NH:20][N:19]=2)=[CH:14][C:13]=1[CH2:23][NH2:24]. Product: [Cl:11][C:12]1[CH:17]=[CH:16][C:15]([C:18]2[CH:22]=[CH:21][NH:20][N:19]=2)=[CH:14][C:13]=1[CH2:23][NH:24][CH:5]=[O:7]. The catalyst class is: 4. (2) Reactant: [Al+3].[Cl-].[Cl-].[Cl-].[Br:5][C:6]1[CH:11]=[CH:10][C:9]([F:12])=[CH:8][C:7]=1[F:13].[C:14](Cl)(=[O:16])[CH3:15].Cl. Product: [Br:5][C:6]1[C:7]([F:13])=[CH:8][C:9]([F:12])=[C:10]([C:14](=[O:16])[CH3:15])[CH:11]=1. The catalyst class is: 25. (3) The catalyst class is: 18. Reactant: [N+:1]([C:4]1[CH:5]=[CH:6][C:7]2[O:12][CH2:11][CH:10]([CH2:13][OH:14])[O:9][C:8]=2[CH:15]=1)([O-:3])=[O:2].ClC1C=CC(O[CH2:22][C:23]#[N:24])=CC=1.CC(C)([O-])C.[K+].Cl. Product: [OH:14][CH2:13][CH:10]1[CH2:11][O:12][C:7]2[CH:6]=[CH:5][C:4]([N+:1]([O-:3])=[O:2])=[C:15]([CH2:22][C:23]#[N:24])[C:8]=2[O:9]1. (4) Reactant: [C:1]([C:4]1[CH:9]=[CH:8][CH:7]=[CH:6][CH:5]=1)(=[O:3])[CH3:2].Cl.[C:11]([O:14][CH2:15][CH3:16])(=[O:13])[CH3:12]. Product: [OH:3][C:1]([CH:12]1[CH2:16][CH2:15][O:14][C:11]1=[O:13])([C:4]1[CH:9]=[CH:8][CH:7]=[CH:6][CH:5]=1)[CH3:2]. The catalyst class is: 7. (5) Reactant: [CH2:1]([N:5]1[C:13]2[N:12]=[C:11]([Cl:14])[N:10]([CH2:15][CH:16]=[CH2:17])[C:9]=2[C:8](=[O:18])[NH:7][C:6]1=[O:19])[CH2:2][CH2:3][CH3:4].C([O-])([O-])=O.[Cs+].[Cs+].Br[CH:27]([CH2:30][CH3:31])[C:28]#[N:29]. Product: [CH2:1]([N:5]1[C:13]2[N:12]=[C:11]([Cl:14])[N:10]([CH2:15][CH:16]=[CH2:17])[C:9]=2[C:8](=[O:18])[N:7]([CH2:31][CH2:30][CH2:27][C:28]#[N:29])[C:6]1=[O:19])[CH2:2][CH2:3][CH3:4]. The catalyst class is: 23. (6) Reactant: [I:1][C:2]1[CH:7]=[CH:6][C:5]([NH:8][C:9]2([C:14]#[N:15])[CH2:13][CH2:12][CH2:11][CH2:10]2)=[CH:4][CH:3]=1.[OH2:16]. Product: [I:1][C:2]1[CH:3]=[CH:4][C:5]([NH:8][C:9]2([C:14]([NH2:15])=[O:16])[CH2:13][CH2:12][CH2:11][CH2:10]2)=[CH:6][CH:7]=1. The catalyst class is: 65. (7) Reactant: [H-].[H-].[H-].[H-].[Li+].[Al+3].[NH2:7][C:8]1[CH:17]=[C:16]2[C:11]([C:12]([CH3:21])([CH3:20])[C:13](=O)[NH:14][C:15]2=O)=[CH:10][CH:9]=1.[OH-].[Na+]. Product: [CH3:20][C:12]1([CH3:21])[C:11]2[C:16](=[CH:17][C:8]([NH2:7])=[CH:9][CH:10]=2)[CH2:15][NH:14][CH2:13]1. The catalyst class is: 1. (8) Reactant: [CH2:1]([O:3][C:4]([C:6]1[S:15][C:9]2[N:10]=[CH:11][N:12]=[C:13]([Cl:14])[C:8]=2[C:7]=1[OH:16])=[O:5])C.[H-].[Na+].[CH3:19]I. Product: [CH3:1][O:3][C:4]([C:6]1[S:15][C:9]2[N:10]=[CH:11][N:12]=[C:13]([Cl:14])[C:8]=2[C:7]=1[O:16][CH3:19])=[O:5]. The catalyst class is: 7. (9) Product: [Cl:1][C:2]1[CH:7]=[C:6]2[NH:8][C:9](=[O:32])[C@@:10]3([C@H:14]([CH2:15][C:16]([C:19]#[N:20])([CH3:18])[CH3:17])[NH:13][C@@H:12]([C:21]([NH:66][C:67]4[CH:68]=[CH:69][C:70]([C:73]([O:75][CH3:76])=[O:74])=[N:71][CH:72]=4)=[O:22])[C@@H:11]3[C:24]3[CH:29]=[CH:28][CH:27]=[C:26]([Cl:30])[C:25]=3[F:31])[C:5]2=[CH:4][CH:3]=1. The catalyst class is: 3. Reactant: [Cl:1][C:2]1[CH:7]=[C:6]2[NH:8][C:9](=[O:32])[C:10]3([CH:14]([CH2:15][C:16]([C:19]#[N:20])([CH3:18])[CH3:17])[NH:13][CH:12]([C:21](O)=[O:22])[CH:11]3[C:24]3[CH:29]=[CH:28][CH:27]=[C:26]([Cl:30])[C:25]=3[F:31])[C:5]2=[CH:4][CH:3]=1.CN(C(ON1N=NC2C=CC=NC1=2)=[N+](C)C)C.F[P-](F)(F)(F)(F)F.CCN(C(C)C)C(C)C.[NH2:66][C:67]1[CH:68]=[CH:69][C:70]([C:73]([O:75][CH3:76])=[O:74])=[N:71][CH:72]=1. (10) Reactant: [Br:1][C:2]1[CH:3]=[C:4]2[C:20](=[CH:21][CH:22]=1)[O:19][C:7]1[C:8]([F:18])=[N:9][C:10]([O:12][CH2:13][C:14]([CH3:17])([CH3:16])[CH3:15])=[CH:11][C:6]=1[C:5]2=O.[CH3:24][Si](C[Li])(C)C.C(O)(C(F)(F)F)=O.C([O-])([O-])=O.[K+].[K+]. Product: [Br:1][C:2]1[CH:3]=[C:4]2[C:20](=[CH:21][CH:22]=1)[O:19][C:7]1[C:8]([F:18])=[N:9][C:10]([O:12][CH2:13][C:14]([CH3:17])([CH3:16])[CH3:15])=[CH:11][C:6]=1[C:5]2=[CH2:24]. The catalyst class is: 49.